This data is from Forward reaction prediction with 1.9M reactions from USPTO patents (1976-2016). The task is: Predict the product of the given reaction. Given the reactants F[C:2]1[C:7]([CH3:8])=[CH:6][C:5]([N+:9]([O-:11])=[O:10])=[CH:4][C:3]=1[CH3:12].C(=O)([O-])[O-].[K+].[K+].[Br:19][C:20]1[C:21](=[O:26])[NH:22][CH:23]=[CH:24][CH:25]=1.Cl, predict the reaction product. The product is: [Br:19][C:20]1[C:21](=[O:26])[N:22]([C:2]2[C:7]([CH3:8])=[CH:6][C:5]([N+:9]([O-:11])=[O:10])=[CH:4][C:3]=2[CH3:12])[CH:23]=[CH:24][CH:25]=1.